Dataset: NCI-60 drug combinations with 297,098 pairs across 59 cell lines. Task: Regression. Given two drug SMILES strings and cell line genomic features, predict the synergy score measuring deviation from expected non-interaction effect. (1) Synergy scores: CSS=45.4, Synergy_ZIP=-20.9, Synergy_Bliss=-44.0, Synergy_Loewe=-38.8, Synergy_HSA=-37.8. Drug 1: C1CN1C2=NC(=NC(=N2)N3CC3)N4CC4. Drug 2: CNC(=O)C1=NC=CC(=C1)OC2=CC=C(C=C2)NC(=O)NC3=CC(=C(C=C3)Cl)C(F)(F)F. Cell line: HL-60(TB). (2) Drug 1: C1=C(C(=O)NC(=O)N1)F. Drug 2: CN1C2=C(C=C(C=C2)N(CCCl)CCCl)N=C1CCCC(=O)O.Cl. Cell line: KM12. Synergy scores: CSS=13.5, Synergy_ZIP=-25.3, Synergy_Bliss=-35.5, Synergy_Loewe=-39.6, Synergy_HSA=-31.4.